This data is from Reaction yield outcomes from USPTO patents with 853,638 reactions. The task is: Predict the reaction yield, written as a fraction of the theoretical maximum amount of product (1.0 means a 100% yield; for example, 0.34 means a 34% yield). (1) The reactants are Br[C:2]1[CH:23]=[CH:22][C:5]2[C:6]3[N:10]([CH2:11][CH2:12][O:13][C:4]=2[CH:3]=1)[CH:9]=[C:8]([C:14]1[N:15]([CH:19]([CH3:21])[CH3:20])[N:16]=[CH:17][N:18]=1)[N:7]=3.[CH3:24][C:25]([OH:42])([CH3:41])[CH2:26][N:27]1[CH:31]=[C:30](B2OC(C)(C)C(C)(C)O2)[CH:29]=[N:28]1.C(=O)([O-])[O-].[Cs+].[Cs+].ClCCl. The catalyst is O1CCOCC1.O.C1C=CC(P(C2C=CC=CC=2)[C-]2C=CC=C2)=CC=1.C1C=CC(P(C2C=CC=CC=2)[C-]2C=CC=C2)=CC=1.Cl[Pd]Cl.[Fe+2]. The product is [CH:19]([N:15]1[C:14]([C:8]2[N:7]=[C:6]3[C:5]4[CH:22]=[CH:23][C:2]([C:30]5[CH:29]=[N:28][N:27]([CH2:26][C:25]([CH3:41])([OH:42])[CH3:24])[CH:31]=5)=[CH:3][C:4]=4[O:13][CH2:12][CH2:11][N:10]3[CH:9]=2)=[N:18][CH:17]=[N:16]1)([CH3:21])[CH3:20]. The yield is 0.730. (2) The reactants are [CH3:1][N:2]1[C:10]2[C:5](=[CH:6][C:7]([CH:11]=O)=[CH:8][CH:9]=2)[CH:4]=[CH:3]1.[CH3:13][NH2:14].[BH4-].[Na+].O. The catalyst is CO. The product is [CH3:13][NH:14][CH2:11][C:7]1[CH:6]=[C:5]2[C:10](=[CH:9][CH:8]=1)[N:2]([CH3:1])[CH:3]=[CH:4]2. The yield is 1.00.